From a dataset of Forward reaction prediction with 1.9M reactions from USPTO patents (1976-2016). Predict the product of the given reaction. (1) Given the reactants [H-].[Na+].[CH3:3][C:4]1[C:12]2[C:7](=[CH:8][CH:9]=[CH:10][CH:11]=2)[NH:6][CH:5]=1.I[CH3:14], predict the reaction product. The product is: [CH3:14][N:6]1[C:7]2[C:12](=[CH:11][CH:10]=[CH:9][CH:8]=2)[C:4]([CH3:3])=[CH:5]1. (2) Given the reactants [Br:1][C:2]1[S:3][CH:4]=[C:5]([CH2:7][OH:8])[N:6]=1.[H-].[Na+].Br[C:12]1[CH:17]=[CH:16][N:15]([C:18]2[CH:19]=[CH:20][C:21]3[N:25]=[C:24]([CH:26]4[CH2:28][CH2:27]4)[N:23]([CH3:29])[C:22]=3[CH:30]=2)[C:14](=[O:31])[CH:13]=1, predict the reaction product. The product is: [Br:1][C:2]1[S:3][CH:4]=[C:5]([CH2:7][O:8][C:12]2[CH:17]=[CH:16][N:15]([C:18]3[CH:19]=[CH:20][C:21]4[N:25]=[C:24]([CH:26]5[CH2:28][CH2:27]5)[N:23]([CH3:29])[C:22]=4[CH:30]=3)[C:14](=[O:31])[CH:13]=2)[N:6]=1. (3) Given the reactants [CH:1]([O:4][C:5]([N:7]1[CH2:12][CH2:11][CH:10]([N:13]([CH:27]2[CH2:29][CH2:28]2)[C:14]([C:16]2[CH:17]=[N:18][C:19]([N:22]3[CH:26]=[CH:25][N:24]=[CH:23]3)=[N:20][CH:21]=2)=[O:15])[CH2:9][CH2:8]1)=[O:6])([CH3:3])[CH3:2].[CH:30]1(N(C2CCNCC2)C(C2C=NC(N3C=CN=C3CC)=NC=2)=O)C[CH2:31]1, predict the reaction product. The product is: [CH:1]([O:4][C:5]([N:7]1[CH2:8][CH2:9][CH:10]([N:13]([CH:27]2[CH2:28][CH2:29]2)[C:14]([C:16]2[CH:21]=[N:20][C:19]([N:22]3[CH:26]=[CH:25][N:24]=[C:23]3[CH2:30][CH3:31])=[N:18][CH:17]=2)=[O:15])[CH2:11][CH2:12]1)=[O:6])([CH3:3])[CH3:2]. (4) Given the reactants [Cl:1][C:2]1[CH:18]=[CH:17][C:5]2[N:6]([CH2:11][CH2:12][S:13]([CH3:16])(=[O:15])=[O:14])[C:7]([CH2:9]Cl)=[N:8][C:4]=2[CH:3]=1.[CH:19]([S:22]([C:25]1[C:33]2[C:28](=[CH:29][CH:30]=[CH:31][CH:32]=2)[NH:27][N:26]=1)(=[O:24])=[O:23])([CH3:21])[CH3:20], predict the reaction product. The product is: [Cl:1][C:2]1[CH:18]=[CH:17][C:5]2[N:6]([CH2:11][CH2:12][S:13]([CH3:16])(=[O:15])=[O:14])[C:7]([CH2:9][N:27]3[C:28]4[C:33](=[CH:32][CH:31]=[CH:30][CH:29]=4)[C:25]([S:22]([CH:19]([CH3:21])[CH3:20])(=[O:23])=[O:24])=[N:26]3)=[N:8][C:4]=2[CH:3]=1.